From a dataset of Full USPTO retrosynthesis dataset with 1.9M reactions from patents (1976-2016). Predict the reactants needed to synthesize the given product. (1) Given the product [CH2:24]([NH:1][C:2]1[CH:3]=[C:4]([C:8]2[N:13]3[N:14]=[CH:15][C:16]([C:17]([C:19]4[S:20][CH:21]=[CH:22][CH:23]=4)=[O:18])=[C:12]3[N:11]=[CH:10][CH:9]=2)[CH:5]=[CH:6][CH:7]=1)[CH2:25][CH3:26], predict the reactants needed to synthesize it. The reactants are: [NH2:1][C:2]1[CH:3]=[C:4]([C:8]2[N:13]3[N:14]=[CH:15][C:16]([C:17]([C:19]4[S:20][CH:21]=[CH:22][CH:23]=4)=[O:18])=[C:12]3[N:11]=[CH:10][CH:9]=2)[CH:5]=[CH:6][CH:7]=1.[CH:24](=O)[CH2:25][CH3:26]. (2) Given the product [C:17]12[CH:22]=[CH:21][N:20]3[C:19]([N:18]=1)=[C:25]([CH:24]=[N:23]3)[C:26](=[O:27])[NH:1][CH2:2][CH2:3][CH2:4][O:5][C:6]1[N:11]=[C:10]([CH:9]=[CH:8][CH:7]=1)[C@@H:12]1[N:13]2[CH2:14][CH2:15][CH2:16]1, predict the reactants needed to synthesize it. The reactants are: [NH2:1][CH2:2][CH2:3][CH2:4][O:5][C:6]1[N:11]=[C:10]([C@H:12]2[CH2:16][CH2:15][CH2:14][N:13]2[C:17]2[CH:22]=[CH:21][N:20]3[N:23]=[CH:24][C:25]([C:26](O)=[O:27])=[C:19]3[N:18]=2)[CH:9]=[CH:8][CH:7]=1.CN(C=O)C.C(Cl)Cl.CCN=C=NCCCN(C)C.C1C=CC2N(O)N=NC=2C=1. (3) Given the product [C:8]([C:12]1[CH:13]=[C:14]([C:21]2[NH:25][N:24]=[N:23][CH:22]=2)[C:15]([O:19][CH3:20])=[C:16]([NH:17][C:33]([NH:34][C:35]2[C:44]3[C:39](=[CH:40][CH:41]=[CH:42][CH:43]=3)[C:38]([O:45][C:46]3[CH:51]=[CH:50][N:49]=[C:48]([NH:52][C:53]4[CH:58]=[C:57]([O:59][CH2:60][CH2:61][O:62][CH2:63][CH2:64][O:65][CH2:66][CH2:67][O:68][CH3:69])[CH:56]=[C:55]([O:70][CH3:71])[CH:54]=4)[N:47]=3)=[CH:37][CH:36]=2)=[O:32])[CH:18]=1)([CH3:11])([CH3:9])[CH3:10], predict the reactants needed to synthesize it. The reactants are: C(N(CC)CC)C.[C:8]([C:12]1[CH:13]=[C:14]([C:21]2[NH:25][N:24]=[N:23][CH:22]=2)[C:15]([O:19][CH3:20])=[C:16]([CH:18]=1)[NH2:17])([CH3:11])([CH3:10])[CH3:9].C1([O:32][C:33](=O)[NH:34][C:35]2[C:44]3[C:39](=[CH:40][CH:41]=[CH:42][CH:43]=3)[C:38]([O:45][C:46]3[CH:51]=[CH:50][N:49]=[C:48]([NH:52][C:53]4[CH:58]=[C:57]([O:59][CH2:60][CH2:61][O:62][CH2:63][CH2:64][O:65][CH2:66][CH2:67][O:68][CH3:69])[CH:56]=[C:55]([O:70][CH3:71])[CH:54]=4)[N:47]=3)=[CH:37][CH:36]=2)C=CC=CC=1. (4) Given the product [CH3:21][O:22][C:2]1[CH:3]=[N:4][CH:5]=[CH:6][C:7]=1[C:8]1[O:9][C:10]2[CH:16]=[CH:15][C:14]([C:17]([F:20])([F:19])[F:18])=[CH:13][C:11]=2[N:12]=1, predict the reactants needed to synthesize it. The reactants are: F[C:2]1[CH:3]=[N:4][CH:5]=[CH:6][C:7]=1[C:8]1[O:9][C:10]2[CH:16]=[CH:15][C:14]([C:17]([F:20])([F:19])[F:18])=[CH:13][C:11]=2[N:12]=1.[C:21](=O)([O-])[O-:22].[K+].[K+]. (5) Given the product [C:6]1([NH:5][C:3](=[O:4])[CH2:2][N:21]2[CH2:22][CH2:23][N:18]([C:13]3[CH:14]=[CH:15][CH:16]=[CH:17][N:12]=3)[CH2:19][CH2:20]2)[CH:11]=[CH:10][CH:9]=[CH:8][CH:7]=1, predict the reactants needed to synthesize it. The reactants are: Cl[CH2:2][C:3]([NH:5][C:6]1[CH:11]=[CH:10][CH:9]=[CH:8][CH:7]=1)=[O:4].[N:12]1[CH:17]=[CH:16][CH:15]=[CH:14][C:13]=1[N:18]1[CH2:23][CH2:22][NH:21][CH2:20][CH2:19]1.C(N(CC)C(C)C)(C)C. (6) The reactants are: [CH:1]1[C:10]2[C:5](=[C:6]([C:11]([CH3:18])([CH3:17])[C:12]([O:14]CC)=[O:13])[CH:7]=[CH:8][CH:9]=2)[CH:4]=[CH:3][N:2]=1.C([O-])(=O)CC. Given the product [CH:1]1[C:10]2[C:5](=[C:6]([C:11]([CH3:18])([CH3:17])[C:12]([OH:14])=[O:13])[CH:7]=[CH:8][CH:9]=2)[CH:4]=[CH:3][N:2]=1, predict the reactants needed to synthesize it. (7) Given the product [CH2:1]([C:4]1[CH:5]=[C:6]([O:13][CH3:14])[C:7]([C:48]([O:47][CH3:46])=[O:49])=[C:8]([CH:9]=[O:10])[CH:11]=1)[CH:2]=[CH2:3], predict the reactants needed to synthesize it. The reactants are: [CH2:1]([C:4]1[CH:5]=[C:6]([O:13][CH3:14])[C:7](O)=[C:8]([CH:11]=1)[CH:9]=[O:10])[CH:2]=[CH2:3].C1C=CC(N(S(C(F)(F)F)(=O)=O)S(C(F)(F)F)(=O)=O)=CC=1.CCN(CC)CC.CN([CH:46]=[O:47])C.[CH3:48][OH:49]. (8) Given the product [NH2:25][C:26]1[N:34]=[CH:33][N:32]=[C:31]2[C:27]=1[N:28]=[CH:29][N:30]2[C@H:35]1[CH:39]2[C@H:38]([O:42][C:41]([CH3:43])([CH3:44])[O:40]2)[C@@H:37]([CH2:45][N:46]([CH3:51])[CH2:47][CH2:48][CH2:49][NH:50][C:2]([NH:21][C:20]2[CH:22]=[CH:23][C:17]([C:13]([CH3:16])([CH3:14])[CH3:15])=[C:18]([F:24])[CH:19]=2)=[O:4])[O:36]1, predict the reactants needed to synthesize it. The reactants are: Cl[C:2](Cl)([O:4]C(=O)OC(Cl)(Cl)Cl)Cl.[C:13]([C:17]1[CH:23]=[CH:22][C:20]([NH2:21])=[CH:19][C:18]=1[F:24])([CH3:16])([CH3:15])[CH3:14].[NH2:25][C:26]1[N:34]=[CH:33][N:32]=[C:31]2[C:27]=1[N:28]=[CH:29][N:30]2[C@H:35]1[C@@H:39]2[O:40][C:41]([CH3:44])([CH3:43])[O:42][C@@H:38]2[C@@H:37]([CH2:45][N:46]([CH3:51])[CH2:47][CH2:48][CH2:49][NH2:50])[O:36]1.O.